From a dataset of Full USPTO retrosynthesis dataset with 1.9M reactions from patents (1976-2016). Predict the reactants needed to synthesize the given product. (1) Given the product [Cl:1][C:2]1[CH:7]=[C:6]([N+:8]([O-:10])=[O:9])[CH:5]=[CH:4][C:3]=1[S:20][C:16]1[CH:17]=[CH:18][CH:19]=[C:14]([C:13]([F:12])([F:21])[F:22])[CH:15]=1, predict the reactants needed to synthesize it. The reactants are: [Cl:1][C:2]1[CH:7]=[C:6]([N+:8]([O-:10])=[O:9])[CH:5]=[CH:4][C:3]=1F.[F:12][C:13]([F:22])([F:21])[C:14]1[CH:15]=[C:16]([SH:20])[CH:17]=[CH:18][CH:19]=1.C(=O)([O-])[O-].[K+].[K+].C(=O)(O)[O-].[Na+]. (2) Given the product [Si:16]([O:5][CH2:4][CH2:3][CH2:2][CH2:1][OH:6])([C:12]([CH3:15])([CH3:14])[CH3:13])([C:23]1[CH:24]=[CH:25][CH:26]=[CH:27][CH:28]=1)[C:17]1[CH:22]=[CH:21][CH:20]=[CH:19][CH:18]=1, predict the reactants needed to synthesize it. The reactants are: [CH2:1]([OH:6])[CH2:2][CH2:3][CH2:4][OH:5].N1C=CN=C1.[C:12]([Si:16](Cl)([C:23]1[CH:28]=[CH:27][CH:26]=[CH:25][CH:24]=1)[C:17]1[CH:22]=[CH:21][CH:20]=[CH:19][CH:18]=1)([CH3:15])([CH3:14])[CH3:13]. (3) Given the product [CH3:24][O:25][CH2:26][C:27]1[CH:28]=[C:29]([NH2:30])[N:2]([C:4]2[CH:14]=[CH:13][CH:12]=[CH:6][CH:5]=2)[N:3]=1, predict the reactants needed to synthesize it. The reactants are: Cl.[NH:2]([C:4]1[CH:5]=[C:6]([CH:12]=[CH:13][CH:14]=1)C(OCC)=O)[NH2:3].CC(C)(C)C(=O)CC#N.[CH3:24][O:25][CH2:26][C:27](=O)[CH2:28][C:29]#[N:30]. (4) Given the product [NH2:1][C:4]1[CH:5]=[N:6][N:7]([C:9]2[CH:14]=[CH:13][C:12]([CH3:15])=[CH:11][CH:10]=2)[CH:8]=1, predict the reactants needed to synthesize it. The reactants are: [N+:1]([C:4]1[CH:5]=[N:6][N:7]([C:9]2[CH:14]=[CH:13][C:12]([CH3:15])=[CH:11][CH:10]=2)[CH:8]=1)([O-])=O.